Dataset: Full USPTO retrosynthesis dataset with 1.9M reactions from patents (1976-2016). Task: Predict the reactants needed to synthesize the given product. (1) Given the product [C:1]([OH:10])(=[O:9])[CH2:2][CH2:3][CH2:4][CH2:5][CH2:6][CH2:7][CH3:8].[OH:22][CH2:21][C@@H:19]([C@H:17]([C@@H:15]([C@@H:13]([CH2:12][OH:11])[OH:14])[OH:16])[OH:18])[OH:20], predict the reactants needed to synthesize it. The reactants are: [C:1]([OH:10])(=[O:9])[CH2:2][CH2:3][CH2:4][CH2:5][CH2:6][CH2:7][CH3:8].[OH:11][CH2:12][C@@H:13]([C@H:15]([C@@H:17]([C@@H:19]([CH2:21][OH:22])[OH:20])[OH:18])[OH:16])[OH:14].P(=O)(O)(O)O.[OH-].[Ca+2].[OH-]. (2) Given the product [C:13]([NH:12][C:9]1[CH:8]=[CH:7][C:6]([O:5][C:1]([N:45]2[CH2:46][CH2:47][CH:42]([O:41][N:36]3[CH:40]=[CH:39][CH:38]=[N:37]3)[CH2:43][CH2:44]2)=[O:2])=[N:11][CH:10]=1)(=[O:20])[C:14]1[CH:19]=[CH:18][CH:17]=[CH:16][CH:15]=1, predict the reactants needed to synthesize it. The reactants are: [C:1](Cl)(Cl)=[O:2].[OH:5][C:6]1[N:11]=[CH:10][C:9]([NH:12][C:13](=[O:20])[C:14]2[CH:19]=[CH:18][CH:17]=[CH:16][CH:15]=2)=[CH:8][CH:7]=1.C(N(CC)CC)C.N12CCN(CC1)CC2.[N:36]1([O:41][CH:42]2[CH2:47][CH2:46][NH:45][CH2:44][CH2:43]2)[CH:40]=[CH:39][CH:38]=[N:37]1. (3) Given the product [CH3:15][C:16]1[N:21]2[N:22]=[N:23][N:24]=[C:20]2[C:19]2[N:25]=[C:26]([CH3:31])[N:27]([CH2:28][CH2:29][NH:30][S:34]([CH3:33])(=[O:36])=[O:35])[C:18]=2[C:17]=1[CH3:32], predict the reactants needed to synthesize it. The reactants are: C(N(CC)CC)C.FC(F)(F)C(O)=O.[CH3:15][C:16]1[N:21]2[N:22]=[N:23][N:24]=[C:20]2[C:19]2[N:25]=[C:26]([CH3:31])[N:27]([CH2:28][CH2:29][NH2:30])[C:18]=2[C:17]=1[CH3:32].[CH3:33][S:34](Cl)(=[O:36])=[O:35]. (4) Given the product [CH2:16]([C:18]1[CH:33]=[C:32]([C:34]2[N:37]=[C:12]([C:10]3[CH:9]=[C:8]([CH3:15])[CH:7]=[C:6]([CH:3]([CH2:1][CH3:2])[CH2:4][CH3:5])[N:11]=3)[O:14][N:35]=2)[CH:31]=[C:30]([CH3:38])[C:19]=1[O:20][CH2:21][C@@H:22]([OH:29])[CH2:23][NH:24][C:25](=[O:28])[CH2:26][OH:27])[CH3:17], predict the reactants needed to synthesize it. The reactants are: [CH2:1]([CH:3]([C:6]1[N:11]=[C:10]([C:12]([OH:14])=O)[CH:9]=[C:8]([CH3:15])[CH:7]=1)[CH2:4][CH3:5])[CH3:2].[CH2:16]([C:18]1[CH:33]=[C:32]([C:34](=[NH:37])[NH:35]O)[CH:31]=[C:30]([CH3:38])[C:19]=1[O:20][CH2:21][C@@H:22]([OH:29])[CH2:23][NH:24][C:25](=[O:28])[CH2:26][OH:27])[CH3:17]. (5) Given the product [CH2:1]([O:3][C:4](=[O:15])[C:5]([CH3:14])([CH3:13])[CH2:6][N:7]([C:19]1[C:20]([N+:24]([O-:26])=[O:25])=[CH:21][N:22]=[C:17]([Cl:16])[N:18]=1)[CH:8]1[CH2:12][CH2:11][CH2:10][CH2:9]1)[CH3:2], predict the reactants needed to synthesize it. The reactants are: [CH2:1]([O:3][C:4](=[O:15])[C:5]([CH3:14])([CH3:13])[CH2:6][NH:7][CH:8]1[CH2:12][CH2:11][CH2:10][CH2:9]1)[CH3:2].[Cl:16][C:17]1[N:22]=[C:21](Cl)[C:20]([N+:24]([O-:26])=[O:25])=[CH:19][N:18]=1.C([O-])([O-])=O.[K+].[K+]. (6) Given the product [CH3:1][C:2]1[C:7]([CH3:8])=[CH:6][CH:5]=[CH:4][C:3]=1[O:9][C:11]([CH3:18])([CH3:17])[C:12]([O:14][CH2:15][CH3:16])=[O:13], predict the reactants needed to synthesize it. The reactants are: [CH3:1][C:2]1[C:7]([CH3:8])=[CH:6][CH:5]=[CH:4][C:3]=1[OH:9].Br[C:11]([CH3:18])([CH3:17])[C:12]([O:14][CH2:15][CH3:16])=[O:13].C(=O)([O-])[O-].[K+].[K+].O. (7) The reactants are: [C:1]([O:4][CH2:5][C:6]1[C:11]([OH:12])=[CH:10][CH:9]=[CH:8][N:7]=1)(=[O:3])[CH3:2].C(OC1C(COC(=O)C)=NC=CC=1)(=O)C.[Br:28]N1C(=O)CCC1=O.S([O-])([O-])(=O)=S.[Na+].[Na+]. Given the product [Br:28][C:8]1[N:7]=[C:6]([CH2:5][O:4][C:1](=[O:3])[CH3:2])[C:11]([OH:12])=[CH:10][CH:9]=1, predict the reactants needed to synthesize it.